Dataset: Forward reaction prediction with 1.9M reactions from USPTO patents (1976-2016). Task: Predict the product of the given reaction. (1) Given the reactants [CH2:1]([O:3][C:4]1[CH:10]=[CH:9][C:7]([NH2:8])=[CH:6][CH:5]=1)[CH3:2].[C:11]([Si:15]([CH3:23])([CH3:22])[O:16][CH2:17][CH2:18][C@@H:19]1[CH2:21][O:20]1)([CH3:14])([CH3:13])[CH3:12], predict the reaction product. The product is: [C:11]([Si:15]([CH3:23])([CH3:22])[O:16][CH2:17][CH2:18][C@@H:19]([OH:20])[CH2:21][NH:8][C:7]1[CH:9]=[CH:10][C:4]([O:3][CH2:1][CH3:2])=[CH:5][CH:6]=1)([CH3:12])([CH3:14])[CH3:13]. (2) Given the reactants [C:1]([C:4]1[CH:12]=[CH:11][C:7]([C:8]([OH:10])=[O:9])=[CH:6][CH:5]=1)(=[O:3])[CH3:2].[OH-].[Na+].[C:15]([C:19]1[CH:20]=[C:21]([CH:24]=[C:25]([C:27]([CH3:30])([CH3:29])[CH3:28])[CH:26]=1)[CH:22]=O)([CH3:18])([CH3:17])[CH3:16].Cl, predict the reaction product. The product is: [C:15]([C:19]1[CH:20]=[C:21](/[CH:22]=[CH:2]/[C:1]([C:4]2[CH:12]=[CH:11][C:7]([C:8]([OH:10])=[O:9])=[CH:6][CH:5]=2)=[O:3])[CH:24]=[C:25]([C:27]([CH3:30])([CH3:29])[CH3:28])[CH:26]=1)([CH3:18])([CH3:17])[CH3:16].